This data is from Catalyst prediction with 721,799 reactions and 888 catalyst types from USPTO. The task is: Predict which catalyst facilitates the given reaction. (1) Reactant: C[O:2][C:3](=[O:20])[CH:4]([NH:8][C:9](=[O:19])[CH2:10][CH2:11][C:12]1[CH:17]=[CH:16][C:15]([OH:18])=[CH:14][CH:13]=1)[CH:5]([CH3:7])[CH3:6].[OH-].[Li+].Cl. Product: [OH:18][C:15]1[CH:14]=[CH:13][C:12]([CH2:11][CH2:10][C:9]([NH:8][CH:4]([CH:5]([CH3:7])[CH3:6])[C:3]([OH:20])=[O:2])=[O:19])=[CH:17][CH:16]=1. The catalyst class is: 7. (2) Reactant: [S:1]1[CH:5]=[CH:4][N:3]=[C:2]1[C:6]1[CH:14]=[CH:13][C:9]([C:10]([OH:12])=O)=[CH:8][CH:7]=1.Cl.Cl.[NH2:17][C@@H:18]([CH2:32][C:33]1[CH:38]=[C:37]([F:39])[CH:36]=[C:35]([F:40])[CH:34]=1)[C@H:19]([OH:31])[CH2:20][NH:21][CH2:22][C:23]1[CH:28]=[CH:27][CH:26]=[C:25]([CH2:29][CH3:30])[CH:24]=1.CN(C(ON1N=NC2C=CC=NC1=2)=[N+](C)C)C.F[P-](F)(F)(F)(F)F.C(N(CC)C(C)C)(C)C. Product: [F:39][C:37]1[CH:38]=[C:33]([CH:34]=[C:35]([F:40])[CH:36]=1)[CH2:32][C@H:18]([NH:17][C:10](=[O:12])[C:9]1[CH:8]=[CH:7][C:6]([C:2]2[S:1][CH:5]=[CH:4][N:3]=2)=[CH:14][CH:13]=1)[C@H:19]([OH:31])[CH2:20][NH:21][CH2:22][C:23]1[CH:28]=[CH:27][CH:26]=[C:25]([CH2:29][CH3:30])[CH:24]=1. The catalyst class is: 2. (3) Reactant: Cl[C:2]1[CH:7]=[C:6](Cl)[N:5]=[CH:4][N:3]=1.[CH:9]1[C:22]2[CH:21]=[C:20]([C:23]3[CH:24]=[C:25](B(O)O)[CH:26]=[CH:27][CH:28]=3)[C:19]3[C:14](=[CH:15][CH:16]=[CH:17][CH:18]=3)[C:13]=2[CH:12]=[CH:11][CH:10]=1.C(=O)([O-])[O-].[Na+].[Na+].[C:38](#N)[CH3:39]. Product: [CH:9]1[C:22]2[CH:21]=[C:20]([C:23]3[CH:24]=[C:25]([C:2]4[CH:7]=[C:6]([C:25]5[CH:26]=[CH:27][CH:28]=[C:23]([C:20]6[C:19]7[C:14]([C:13]8[CH:12]=[CH:11][CH:10]=[CH:9][C:39]=8[CH:38]=6)=[CH:15][CH:16]=[CH:17][CH:18]=7)[CH:24]=5)[N:5]=[CH:4][N:3]=4)[CH:26]=[CH:27][CH:28]=3)[C:19]3[C:14](=[CH:15][CH:16]=[CH:17][CH:18]=3)[C:13]=2[CH:12]=[CH:11][CH:10]=1. The catalyst class is: 189. (4) Reactant: [CH3:1][O:2][C:3]([C:5]1[CH:10]=[CH:9][N:8]=[C:7]([NH:11][CH:12]2[CH2:17][CH2:16][N:15](C(OC(C)(C)C)=O)[CH2:14][CH2:13]2)[N:6]=1)=[O:4].[ClH:25]. Product: [ClH:25].[ClH:25].[CH3:1][O:2][C:3]([C:5]1[CH:10]=[CH:9][N:8]=[C:7]([NH:11][CH:12]2[CH2:17][CH2:16][NH:15][CH2:14][CH2:13]2)[N:6]=1)=[O:4]. The catalyst class is: 714. (5) Reactant: C[O:2][C:3](=O)[C:4]1[CH:9]=[C:8]([Cl:10])[CH:7]=[N:6][CH:5]=1.[BH4-].[Na+]. Product: [Cl:10][C:8]1[CH:9]=[C:4]([CH2:3][OH:2])[CH:5]=[N:6][CH:7]=1. The catalyst class is: 100.